Dataset: Catalyst prediction with 721,799 reactions and 888 catalyst types from USPTO. Task: Predict which catalyst facilitates the given reaction. Reactant: Cl[CH2:2][C:3]([N:5]1[CH2:10][CH2:9][CH:8]([CH2:11][C:12]2[CH:17]=[CH:16][C:15]([F:18])=[CH:14][CH:13]=2)[CH2:7][CH2:6]1)=[O:4].[NH2:19][C:20]1[CH:29]=[CH:28][C:23]2[NH:24][C:25](=[O:27])[NH:26][C:22]=2[CH:21]=1. Product: [F:18][C:15]1[CH:16]=[CH:17][C:12]([CH2:11][CH:8]2[CH2:9][CH2:10][N:5]([C:3](=[O:4])[CH2:2][NH:19][C:20]3[CH:29]=[CH:28][C:23]4[NH:24][C:25](=[O:27])[NH:26][C:22]=4[CH:21]=3)[CH2:6][CH2:7]2)=[CH:13][CH:14]=1. The catalyst class is: 27.